This data is from Reaction yield outcomes from USPTO patents with 853,638 reactions. The task is: Predict the reaction yield, written as a fraction of the theoretical maximum amount of product (1.0 means a 100% yield; for example, 0.34 means a 34% yield). The reactants are [NH:1]1[C:9]2[CH:8]=[CH:7][CH:6]=[C:5]([CH:10]=[O:11])[C:4]=2[CH:3]=[CH:2]1.[H-].[Na+].[CH2:14](I)[CH3:15].O. The catalyst is CN(C=O)C. The product is [CH2:14]([N:1]1[C:9]2[CH:8]=[CH:7][CH:6]=[C:5]([CH:10]=[O:11])[C:4]=2[CH:3]=[CH:2]1)[CH3:15]. The yield is 0.990.